From a dataset of Reaction yield outcomes from USPTO patents with 853,638 reactions. Predict the reaction yield, written as a fraction of the theoretical maximum amount of product (1.0 means a 100% yield; for example, 0.34 means a 34% yield). (1) The reactants are [C:1]([O:5][C:6]([N:8]1[CH2:12][CH2:11][CH2:10][C@H:9]1[C@H:13]([O:19][CH3:20])[C@@H:14]([CH3:18])[C:15]([OH:17])=O)=[O:7])([CH3:4])([CH3:3])[CH3:2].C(N(C(C)C)CC)(C)C.Cl.[CH3:31][O:32][C:33](=[O:43])[C@H:34]([CH2:36][C:37]1[CH:42]=[CH:41][CH:40]=[CH:39][CH:38]=1)[NH2:35].CN(C(ON1N=NC2C=CC=NC1=2)=[N+](C)C)C.F[P-](F)(F)(F)(F)F. The catalyst is ClCCl.CN(C)C=O. The product is [C:1]([O:5][C:6]([N:8]1[CH2:12][CH2:11][CH2:10][C@H:9]1[C@H:13]([O:19][CH3:20])[C@@H:14]([CH3:18])[C:15]([NH:35][C@H:34]([C:33]([O:32][CH3:31])=[O:43])[CH2:36][C:37]1[CH:42]=[CH:41][CH:40]=[CH:39][CH:38]=1)=[O:17])=[O:7])([CH3:2])([CH3:3])[CH3:4]. The yield is 0.650. (2) The catalyst is [I-].C([N+](CCCC)(CCCC)CCCC)CCC.C(#N)CC.C(OCC)(=O)C. The reactants are BrCCC[C:5]1[CH:15]=[CH:14][CH:13]=[C:7]2[C:8]([NH:10][C:11](=[O:12])[C:6]=12)=[O:9].[CH:16](N(CC)C(C)C)([CH3:18])[CH3:17].[CH3:25][O:26][C:27]1[CH:58]=[C:57]([O:59][CH3:60])[CH:56]=[CH:55][C:28]=1[CH2:29][NH:30][C:31]1[C:32]2[CH:39]=[CH:38][N:37]([C@H:40]3[C@H:47]4[C@H:43]([O:44][C:45]([CH3:49])([CH3:48])[O:46]4)[C@@H:42]([CH2:50][NH:51][CH:52]([CH3:54])[CH3:53])[O:41]3)[C:33]=2[N:34]=[CH:35][N:36]=1. The yield is 0.720. The product is [CH3:25][O:26][C:27]1[CH:58]=[C:57]([O:59][CH3:60])[CH:56]=[CH:55][C:28]=1[CH2:29][NH:30][C:31]1[C:32]2[CH:39]=[CH:38][N:37]([C@H:40]3[C@@H:47]4[O:46][C:45]([CH3:48])([CH3:49])[O:44][C@@H:43]4[C@@H:42]([CH2:50][N:51]([CH:52]([CH3:54])[CH3:53])[CH2:17][CH2:16][CH2:18][N:10]4[C:11](=[O:12])[C:6]5[C:7](=[CH:13][CH:14]=[CH:15][CH:5]=5)[C:8]4=[O:9])[O:41]3)[C:33]=2[N:34]=[CH:35][N:36]=1.